From a dataset of Reaction yield outcomes from USPTO patents with 853,638 reactions. Predict the reaction yield, written as a fraction of the theoretical maximum amount of product (1.0 means a 100% yield; for example, 0.34 means a 34% yield). (1) The reactants are C([Li])C[CH2:3][CH3:4].C(NC(C)C)(C)C.C1(C([CH:20]2[CH2:25][NH:24][CH2:23][CH2:22][N:21]2[C:26]2[CH:31]=[CH:30][C:29]([CH3:32])=[CH:28][CH:27]=2)=O)CCCC1.[CH2:33]=[O:34].[CH2:35]1[CH2:39][O:38][CH2:37][CH2:36]1. No catalyst specified. The product is [OH:34][CH2:33][C:36]1([C:37]([N:24]2[CH2:25][CH2:20][N:21]([C:26]3[CH:27]=[CH:28][C:29]([CH3:32])=[CH:30][CH:31]=3)[CH2:22][CH2:23]2)=[O:38])[CH2:4][CH2:3][CH2:39][CH2:35]1. The yield is 0.640. (2) The reactants are [CH2:1]([O:3][CH2:4][CH2:5][O:6][C:7]1[CH:12]=[C:11]([CH3:13])[C:10]([C:14]2[CH:19]=[CH:18][CH:17]=[C:16]([CH2:20][N:21](S(C3C=CC=CC=3[N+]([O-])=O)(=O)=O)[C:22]3[CH:27]=[CH:26][C:25]([CH2:28][CH2:29][C:30]([O:32][CH3:33])=[O:31])=[CH:24][CH:23]=3)[CH:15]=2)=[C:9]([CH3:46])[CH:8]=1)[CH3:2].SCC(O)=O.O.[OH-].[Li+].C(OCC)(=O)C. The catalyst is CN(C)C=O. The product is [CH2:1]([O:3][CH2:4][CH2:5][O:6][C:7]1[CH:12]=[C:11]([CH3:13])[C:10]([C:14]2[CH:19]=[CH:18][CH:17]=[C:16]([CH2:20][NH:21][C:22]3[CH:23]=[CH:24][C:25]([CH2:28][CH2:29][C:30]([O:32][CH3:33])=[O:31])=[CH:26][CH:27]=3)[CH:15]=2)=[C:9]([CH3:46])[CH:8]=1)[CH3:2]. The yield is 0.820. (3) The reactants are [CH3:1]C(C)([O-])C.[K+].[Cl:7][C:8]1[N:13]=[CH:12][N:11]=[C:10]([C:14]2[O:19][C@H:18]([CH:20]=O)[C@@H:17]([O:22][Si:23]([CH:30]([CH3:32])[CH3:31])([CH:27]([CH3:29])[CH3:28])[CH:24]([CH3:26])[CH3:25])[C@H:16]([O:33][Si:34]([CH:41]([CH3:43])[CH3:42])([CH:38]([CH3:40])[CH3:39])[CH:35]([CH3:37])[CH3:36])[CH:15]=2)[C:9]=1[N+:44]([O-:46])=[O:45]. The catalyst is C1COCC1.[Br-].C[P+](C1C=CC=CC=1)(C1C=CC=CC=1)C1C=CC=CC=1. The product is [CH:30]([Si:23]([CH:27]([CH3:29])[CH3:28])([CH:24]([CH3:25])[CH3:26])[O:22][C@H:17]1[C@H:16]([O:33][Si:34]([CH:38]([CH3:40])[CH3:39])([CH:35]([CH3:36])[CH3:37])[CH:41]([CH3:42])[CH3:43])[CH:15]=[C:14]([C:10]2[C:9]([N+:44]([O-:46])=[O:45])=[C:8]([Cl:7])[N:13]=[CH:12][N:11]=2)[O:19][C@@H:18]1[CH:20]=[CH2:1])([CH3:31])[CH3:32]. The yield is 0.300.